This data is from Forward reaction prediction with 1.9M reactions from USPTO patents (1976-2016). The task is: Predict the product of the given reaction. (1) Given the reactants [C:1]([O:11][CH:12]([CH3:14])[CH3:13])(=[O:10])/[CH:2]=[CH:3]/[C:4]([O:6][CH:7]([CH3:9])[CH3:8])=[O:5].[C:15]([O:25][CH2:26][CH3:27])(=[O:24])[CH:16]=[CH:17][C:18]1[CH:23]=[CH:22][CH:21]=[CH:20][CH:19]=1.[C:28]([O:32]CC[O:32][C:28](=[O:31])[CH:29]=[CH2:30])(=[O:31])[CH:29]=[CH2:30].C(OOOC(C)(C)C)(=O)C(C)(C)C, predict the reaction product. The product is: [C:4]([O:6][CH:7]([CH3:9])[CH3:8])(=[O:5])/[CH:3]=[CH:2]/[C:1]([O:11][CH:12]([CH3:14])[CH3:13])=[O:10].[C:15]([O:25][CH2:26][CH3:27])(=[O:24])[CH:16]=[CH:17][C:18]1[CH:19]=[CH:20][CH:21]=[CH:22][CH:23]=1.[C:28]([O-:32])(=[O:31])[CH:29]=[CH2:30]. (2) Given the reactants [F:1][C:2]1[CH:7]=[CH:6][C:5]([C:8]2[N:9]=[C:10]3[CH:15]=[CH:14][CH:13]=[N:12][N:11]3[C:16]=2[C:17]2[CH:22]=[CH:21][N:20]=[C:19]([NH2:23])[CH:18]=2)=[CH:4][C:3]=1[CH3:24].[CH3:25][O:26][C:27]1[CH:35]=[CH:34][C:30]([C:31](Cl)=[O:32])=[CH:29][CH:28]=1.C(=O)([O-])O.[Na+], predict the reaction product. The product is: [F:1][C:2]1[CH:7]=[CH:6][C:5]([C:8]2[N:9]=[C:10]3[CH:15]=[CH:14][CH:13]=[N:12][N:11]3[C:16]=2[C:17]2[CH:22]=[CH:21][N:20]=[C:19]([NH:23][C:31](=[O:32])[C:30]3[CH:34]=[CH:35][C:27]([O:26][CH3:25])=[CH:28][CH:29]=3)[CH:18]=2)=[CH:4][C:3]=1[CH3:24].